Dataset: Forward reaction prediction with 1.9M reactions from USPTO patents (1976-2016). Task: Predict the product of the given reaction. Given the reactants Cl[C:2]1[N:3]=[C:4]([N:21]2[CH2:26][CH2:25][O:24][CH2:23][CH2:22]2)[C:5]2[N:11]=[CH:10][C:9]([C:12]3[O:16][C:15]([C:17]([O:19][CH3:20])=[O:18])=[CH:14][CH:13]=3)=[CH:8][C:6]=2[N:7]=1.B(O)O.P([O-])([O-])([O-])=O.[K+].[K+].[K+].C[N:39]([CH:41]=[O:42])[CH3:40].[OH2:43], predict the reaction product. The product is: [C:9]([O:43][C:41]([NH:39][C:40]1[N:7]=[CH:6][C:5]([C:2]2[N:3]=[C:4]([N:21]3[CH2:26][CH2:25][O:24][CH2:23][CH2:22]3)[C:5]3[N:11]=[CH:10][C:9]([C:12]4[O:16][C:15]([C:17]([O:19][CH3:20])=[O:18])=[CH:14][CH:13]=4)=[CH:8][C:6]=3[N:7]=2)=[CH:4][N:3]=1)=[O:42])([CH3:12])([CH3:10])[CH3:8].